This data is from Retrosynthesis with 50K atom-mapped reactions and 10 reaction types from USPTO. The task is: Predict the reactants needed to synthesize the given product. (1) Given the product NNC(=O)c1ccc(NC(=O)CCCCc2ccccc2)cc1, predict the reactants needed to synthesize it. The reactants are: COC(=O)c1ccc(NC(=O)CCCCc2ccccc2)cc1.NN. (2) Given the product CCOC(=O)c1c[nH]c2cccc(OC)c2c1=O, predict the reactants needed to synthesize it. The reactants are: CCOC(=O)c1c[nH]c2c(Br)ccc(OC)c2c1=O. (3) The reactants are: COC(=O)C/C=C/c1cccc2nc(NCc3ccc(C)o3)ccc12. Given the product COC(=O)CCCc1cccc2nc(NCc3ccc(C)o3)ccc12, predict the reactants needed to synthesize it. (4) Given the product NCCN1CCOCC1, predict the reactants needed to synthesize it. The reactants are: N#CCN1CCOCC1. (5) Given the product O=C(Nc1ccc2[nH]nc(I)c2c1)C(c1ccccc1)C1CC1, predict the reactants needed to synthesize it. The reactants are: O=C(Nc1ccc2c(c1)c(I)nn2C1CCCCO1)C(c1ccccc1)C1CC1. (6) Given the product Cc1cc(C=C(C#N)C#N)cc(C)c1O, predict the reactants needed to synthesize it. The reactants are: Cc1cc(C=O)cc(C)c1O.N#CCC#N. (7) Given the product CC#CCOc1cc(N2CCCCC2C)ncn1, predict the reactants needed to synthesize it. The reactants are: CC#CCOc1cc(Cl)ncn1.CC1CCCCN1. (8) Given the product Cc1c(SCCCO)cc[n+]([O-])c1C, predict the reactants needed to synthesize it. The reactants are: Cc1c(Cl)cc[n+]([O-])c1C.OCCCS. (9) Given the product O=c1n(CCCCN2CCC(n3c(=O)[nH]c4ccccc43)CC2)nc2n1-c1ccccc1OC2, predict the reactants needed to synthesize it. The reactants are: O=c1[nH]c2ccccc2n1C1CCNCC1.O=c1n(CCCCCl)nc2n1-c1ccccc1OC2.